From a dataset of Human Reference Interactome with 51,813 positive PPI pairs across 8,248 proteins, plus equal number of experimentally-validated negative pairs. Binary Classification. Given two protein amino acid sequences, predict whether they physically interact or not. (1) Protein 1 (ENSG00000165410) has sequence MASGVTVNDEVIKVFNDMKVRKSSTQEEIKKRKKAVLFCLSDDKRQIIVEEAKQILVGDIGDTVEDPYTSFVKLLPLNDCRYALYDATYETKESKKEDLVFIFWAPESAPLKSKMIYASSKDAIKKKFTGIKHEWQVNGLDDIKDRSTLGEKLGGNVVVSLEGKPL*MASGVTVNDEVIKVFNDMKVRKSSTQEEIKKRKKAVLFCLSDDKRQIIVEEAKQILGS*MKVRKSSTQEEIKKRKKAVLFCLSDDKRQIIVEEAKQILVGDIGDTVEDPYTSFVKLLPLNDCRYALYDATYET.... Protein 2 (ENSG00000225697) has sequence MGLADASGPRDTQALLSATQAMDLRRRDYHMERPLLNQEHLEELGRWGSAPRTHQWRTWLQCSRARAYALLLQHLPVLVWLPRYPVRDWLLGDLLSGLSVAIMQLPQDLLSRPALLPFYP*MGLADASGPRDTQALLSATQAMDLRRRDYHMERPLLNQEHLEELGRWGSAPRTHQWRTWLQCSRARAYALLLQHLPVLVWLPRYPVRDWLLGDLLSGLSVAIMQLPQGLAYALLAGLPPVFGLYSSFYPVFIYFLFGTSRHISVVLEVCWKLPQSKVGTVVTAAVAGVVLVVVKLLNDK.... Result: 0 (the proteins do not interact). (2) Protein 1 (ENSG00000060566) has sequence MNTDLAAGKMASAACSMDPIDSFELLDLLFDRQDGILRHVELGEGWGHVKDQQVLPNPDSDDFLSSILGSGDSLPSSPLWSPEGSDSGISEDLPSDPQDTPPRSGPATSPAGCHPAQPGKGPCLSYHPGNSCSTTTPGPVIQVPEASVTIDLEMWSPGGRICAEKPADPVDLSPRCNLTVKDLLLSGSSGDLQQHHLGASYLLRPGAGHCQELVLTEDEKKLLAKEGITLPTQLPLTKYEERVLKKIRRKIRNKQSAQESRKKKKEYIDGLETRMSACTAQNQELQRKVLHLEKQNLSLL.... Protein 2 (ENSG00000134825) has sequence MELEAMSRYTSPVNPAVFPHLTVVLLAIGMFFTAWFFVYEVTSTKYTRDIYKELLISLVASLFMGFGVLFLLLWVGIYV*MSRYTSPVNPAVFPHLTVVLLAIGMFFTAWFFVYEVTSTKYTRDIYKELLISLVASLFMGFGVLFLLLWVGIYV*MELEAMSRYTSPVNPAVFPHLTVVLLAIGMFFTAWFFVYPFTEQPEDQH*. Result: 0 (the proteins do not interact). (3) Protein 1 (ENSG00000108854) has sequence MSNPGGRRNGPVKLRLTVLCAKNLVKKDFFRLPDPFAKVVVDGSGQCHSTDTVKNTLDPKWNQHYDLYIGKSDSVTISVWNHKKIHKKQGAGFLGCVRLLSNAINRLKDTGYQRLDLCKLGPNDNDTVRGQIVVSLQSRDRIGTGGQVVDCSRLFDNDLPDGWEERRTASGRIQYLNHITRTTQWERPTRPASEYSSPGRPLSCFVDENTPISGTNGATCGQSSDPRLAERRVRSQRHRNYMSRTHLHTPPDLPEGYEQRTTQQGQVYFLHTQTGVSTWHDPRVPRDLSNINCEELGPLP.... Protein 2 (ENSG00000076513) has sequence MSSACDAGDHYPLHLLVWKNDYRQLEKELQGQNVEAVDPRGRTLLHLAVSLGHLESARVLLRHKADVTKENRQGWTVLHEAVSTGDPEMVYTVLQHRDYHNTSMALEGVPELLQKILEAPDFYVQMKWEFTSWVPLVSRICPNDVCRIWKSGAKLRVDITLLGFENMSWIRGRRSFIFKGEDNWAELMEVNHDDKVVTTERFDLSQEMERLTLDLMKPKSREVERRLTSPVINTSLDTKNIAFERTKSGFWGWRTDKAEVVNGYEAKVYTVNNVNVITKIRTEHLTEEEKKRYKADRNPL.... Result: 0 (the proteins do not interact). (4) Protein 1 (ENSG00000042753) has sequence MIRFILIQNRAGKTRLAKWYMQFDDDEKQKLIEEVHAVVTVRDAKHTNFVEFRNFKIIYRRYAGLYFCICVDVNDNNLAYLEAIHNFVEVLNEYFHNVCELDLVFNFYKVYTVVDEMFLAGEIRETSQTKVLKQLLMLQSLE*MIRFILIQNRAGKTRLAKWYMQFDDDEKQKLIEEVHAVVTVRDAKHTNFVEVLAISVADSLSVLQFRNFKIIYRRYAGLYFCICVDVNDNNLAYLEAIHNFVEVLNEYFHNVCELDLVFNFYKVYTVVDEMFLAGEIRETSQTKVLKQLLMLQSLE*.... Protein 2 (ENSG00000198178) has sequence MVPEEEPQDREKGLWWFQLKVWSMAVVSILLLSVCFTVSSVVPHNFMYSKTVKRLSKLREYQQYHPSLTCVMEGKDIEDWSCCPTPWTSFQSSCYFISTGMQSWTKSQKNCSVMGADLVVINTREEQDFIIQNLKRNSSYFLGLSDPGGRRHWQWVDQTPYNENVTFWHSGEPNNLDERCAIINFRSSEEWGWNDIHCHVPQKSICKMKKIYI*MVPEEEPQDRVPHNFMYSKTVKRLSKLREYQQYHPSLTCVMEGKDIEDWSCCPTPWTSFQSSCYFISTGMQSWTKSQKNCSVMGAD.... Result: 0 (the proteins do not interact). (5) Protein 2 (ENSG00000143190) has sequence MADGGAASQDESSAAAAAAADWKSKKSFPAFLITKLLSVFNESVQRKNAVFLYLTQE*MLDCSDYVLDSRMNNPSETSKPSMESGDGNTGTQTNGLDFQKQPVPVGGAISTAQAQAFLGHLHQVQLAGTSLQAAAQSLNVQSKSNEESGDSQQPSQPSQQPSVQAAIPQTQLMLAGGQITGLTLTPAQQQLLLQQAQAQAQLLAAAVQQHSASQQHSAAGATISASAATPMTQIPLSQPIQIAQDLQQLQQLQQQNLNLQQFVLVHPTTNLQPAQFIISQTPQGQQGLLQAQNLLTQLPQ.... Result: 1 (the proteins interact). Protein 1 (ENSG00000137486) has sequence MGDKGTRVFKKASPNGKLTVYLGKRDFVDHIDLVDPVDGVVLVDPEYLKERRVYVTLTCAFRYGREDLDVLGLTFRKDLFVANVQSFPPAPEDKKPLTRLQERLIKKLGEHAYPFTFEIPPNLPCSVTLQPGPEDTGKACGVDYEVKAFCAENLEEKIHKRNSVRLVIRKVQYAPERPGPQPTAETTRQFLMSDKPLHLEASLDKEIYYHGEPISVNVHVTNNTNKTVKKIKISVRQYADICLFNTAQYKCPVAMEEADDTVAPSSTFCKVYTLTPFLANNREKRGLALDGKLKHEDTNL....